Dataset: Full USPTO retrosynthesis dataset with 1.9M reactions from patents (1976-2016). Task: Predict the reactants needed to synthesize the given product. (1) Given the product [ClH:1].[N:28]12[CH2:27][CH2:26][CH:25]([CH2:38][CH2:39]1)[C@H:24]([NH:29][C:11]([C:3]1[S:4][C:5]3[CH:10]=[CH:9][CH:8]=[CH:7][C:6]=3[C:2]=1[Cl:1])=[O:13])[CH2:23]2, predict the reactants needed to synthesize it. The reactants are: [Cl:1][C:2]1[C:6]2[CH:7]=[CH:8][CH:9]=[CH:10][C:5]=2[S:4][C:3]=1[C:11]([OH:13])=O.CN(C(ON1N=[N:29][C:24]2[CH:25]=[CH:26][CH:27]=[N:28][C:23]1=2)=[N+](C)C)C.F[P-](F)(F)(F)(F)F.[CH:38](N(CC)C(C)C)(C)[CH3:39]. (2) Given the product [CH3:18][O:19][C:20]1[C:25]2[O:26][C@@H:27]([CH2:30][N:16]3[CH:11]4[CH2:12][CH2:13][CH:14]3[CH2:15][C:9]([C:4]3[CH:5]=[CH:6][CH:7]=[CH:8][C:3]=3[O:2][CH3:1])([OH:17])[CH2:10]4)[CH2:28][O:29][C:24]=2[CH:23]=[CH:22][CH:21]=1, predict the reactants needed to synthesize it. The reactants are: [CH3:1][O:2][C:3]1[CH:8]=[CH:7][CH:6]=[CH:5][C:4]=1[C:9]1([OH:17])[CH2:15][CH:14]2[NH:16][CH:11]([CH2:12][CH2:13]2)[CH2:10]1.[CH3:18][O:19][C:20]1[C:25]2[O:26][C@H:27]([CH2:30]OS(C3C=CC(C)=CC=3)(=O)=O)[CH2:28][O:29][C:24]=2[CH:23]=[CH:22][CH:21]=1. (3) Given the product [CH2:27]([C@@:30]1([CH3:56])[CH2:35][C@H:34]([C:36]2[CH:41]=[CH:40][CH:39]=[C:38]([Cl:42])[CH:37]=2)[C@@H:33]([C:43]2[CH:48]=[CH:47][C:46]([Cl:49])=[CH:45][CH:44]=2)[N:32]([C@@H:50]([CH:53]2[CH2:55][CH2:54]2)[CH2:51][S:5][C:2]([CH3:4])([CH3:3])[CH3:1])[C:31]1=[O:52])[CH:28]=[CH2:29], predict the reactants needed to synthesize it. The reactants are: [CH3:1][C:2]([SH:5])([CH3:4])[CH3:3].C[Si]([N-][Si](C)(C)C)(C)C.[Li+].CC1C=CC(S([O-])(=O)=O)=CC=1.[CH2:27]([C@@:30]1([CH3:56])[CH2:35][C@H:34]([C:36]2[CH:41]=[CH:40][CH:39]=[C:38]([Cl:42])[CH:37]=2)[C@@H:33]([C:43]2[CH:48]=[CH:47][C:46]([Cl:49])=[CH:45][CH:44]=2)[N+:32]2[C@@H:50]([CH:53]3[CH2:55][CH2:54]3)[CH2:51][O:52][C:31]1=2)[CH:28]=[CH2:29]. (4) Given the product [CH2:1]([C@H:8]1[CH2:12][O:11][C:10](=[O:13])[N:9]1[C:14](=[O:24])[C@H:15]([C:16]1[CH:21]=[CH:20][C:19]([Br:22])=[CH:18][C:17]=1[CH3:23])[CH2:35][O:36][CH2:37][C:38]1[CH:43]=[CH:42][CH:41]=[CH:40][CH:39]=1)[C:2]1[CH:7]=[CH:6][CH:5]=[CH:4][CH:3]=1, predict the reactants needed to synthesize it. The reactants are: [CH2:1]([C@H:8]1[CH2:12][O:11][C:10](=[O:13])[N:9]1[C:14](=[O:24])[CH2:15][C:16]1[CH:21]=[CH:20][C:19]([Br:22])=[CH:18][C:17]=1[CH3:23])[C:2]1[CH:7]=[CH:6][CH:5]=[CH:4][CH:3]=1.CCN(C(C)C)C(C)C.Cl[CH2:35][O:36][CH2:37][C:38]1[CH:43]=[CH:42][CH:41]=[CH:40][CH:39]=1. (5) Given the product [O:43]=[C:37]1[CH:36]([N:29]2[C:28](=[O:44])[C:27]3[C:31](=[CH:32][CH:33]=[CH:34][C:26]=3[CH2:25][NH:24][C:8]([C:6]3[CH:5]=[CH:4][CH:3]=[C:2]([Br:1])[N:7]=3)=[O:10])[C:30]2=[O:35])[CH2:41][CH2:40][C:39](=[O:42])[NH:38]1, predict the reactants needed to synthesize it. The reactants are: [Br:1][C:2]1[N:7]=[C:6]([C:8]([OH:10])=O)[CH:5]=[CH:4][CH:3]=1.C1N=CN(C(N2C=NC=C2)=O)C=1.Cl.[NH2:24][CH2:25][C:26]1[CH:34]=[CH:33][CH:32]=[C:31]2[C:27]=1[C:28](=[O:44])[N:29]([CH:36]1[CH2:41][CH2:40][C:39](=[O:42])[NH:38][C:37]1=[O:43])[C:30]2=[O:35].C(N(CC)CC)C. (6) Given the product [Br:1][C:2]1[CH:7]=[CH:6][N:5]=[C:4]([CH2:8][NH2:10])[CH:3]=1, predict the reactants needed to synthesize it. The reactants are: [Br:1][C:2]1[CH:7]=[CH:6][N:5]=[C:4]([C:8]([NH2:10])=O)[CH:3]=1. (7) The reactants are: [H-].[Na+].[CH3:3][O:4][CH2:5][CH2:6][OH:7].[F:8][C:9]1([F:31])[CH2:14][CH2:13][CH:12]([CH2:15][NH:16][C:17]([C:19]2[C:20]3[CH:21]=[CH:22][C:23](Cl)=[N:24][C:25]=3[CH:26]=[CH:27][C:28]=2[Cl:29])=[O:18])[CH2:11][CH2:10]1. Given the product [F:8][C:9]1([F:31])[CH2:14][CH2:13][CH:12]([CH2:15][NH:16][C:17]([C:19]2[C:20]3[CH:21]=[CH:22][C:23]([O:7][CH2:6][CH2:5][O:4][CH3:3])=[N:24][C:25]=3[CH:26]=[CH:27][C:28]=2[Cl:29])=[O:18])[CH2:11][CH2:10]1, predict the reactants needed to synthesize it. (8) The reactants are: [Cl:1][C:2]1[C:7]([Cl:8])=[C:6]([OH:9])[CH:5]=[CH:4][C:3]=1[CH2:10][CH2:11][C:12]([C:14]1[S:15][C:16]([C:19]2[CH:24]=[CH:23][CH:22]=[C:21]([C:25]([F:28])([F:27])[F:26])[CH:20]=2)=[CH:17][CH:18]=1)=[O:13].Br[C:30]([CH3:37])([CH3:36])[C:31]([O:33][CH2:34][CH3:35])=[O:32]. Given the product [Cl:8][C:7]1[C:2]([Cl:1])=[C:3]([CH2:10][CH2:11][C:12](=[O:13])[C:14]2[S:15][C:16]([C:19]3[CH:24]=[CH:23][CH:22]=[C:21]([C:25]([F:27])([F:28])[F:26])[CH:20]=3)=[CH:17][CH:18]=2)[CH:4]=[CH:5][C:6]=1[O:9][C:30]([CH3:37])([CH3:36])[C:31]([O:33][CH2:34][CH3:35])=[O:32], predict the reactants needed to synthesize it. (9) Given the product [C:28]1([CH:7]([C:1]2[CH:2]=[CH:3][CH:4]=[CH:5][CH:6]=2)[N:8]2[C:16]3[C:11](=[CH:12][CH:13]=[CH:14][CH:15]=3)[C:10]3([C:17]4[C:18](=[CH:19][C:20]5[O:24][CH2:23][CH2:22][C:21]=5[CH:25]=4)[O:26][CH2:36][CH2:35]3)[C:9]2=[O:27])[CH:33]=[CH:32][CH:31]=[CH:30][CH:29]=1, predict the reactants needed to synthesize it. The reactants are: [C:1]1([CH:7]([C:28]2[CH:33]=[CH:32][CH:31]=[CH:30][CH:29]=2)[N:8]2[C:16]3[C:11](=[CH:12][CH:13]=[CH:14][CH:15]=3)[CH:10]([C:17]3[C:18]([OH:26])=[CH:19][C:20]4[O:24][CH2:23][CH2:22][C:21]=4[CH:25]=3)[C:9]2=[O:27])[CH:6]=[CH:5][CH:4]=[CH:3][CH:2]=1.Br[CH2:35][CH2:36]Br.C(=O)([O-])[O-].[Cs+].[Cs+]. (10) The reactants are: [F:1][C:2]1[CH:7]=[C:6]([CH:8]=[O:9])[CH:5]=[C:4]([F:10])[C:3]=1[C:11]1[N:16]=[C:15]([C:17]([O:19][CH3:20])=[O:18])[CH:14]=[CH:13][C:12]=1[F:21].[BH4-].[Na+].O. Given the product [F:1][C:2]1[CH:7]=[C:6]([CH2:8][OH:9])[CH:5]=[C:4]([F:10])[C:3]=1[C:11]1[N:16]=[C:15]([C:17]([O:19][CH3:20])=[O:18])[CH:14]=[CH:13][C:12]=1[F:21], predict the reactants needed to synthesize it.